From a dataset of Reaction yield outcomes from USPTO patents with 853,638 reactions. Predict the reaction yield, written as a fraction of the theoretical maximum amount of product (1.0 means a 100% yield; for example, 0.34 means a 34% yield). The reactants are [O:1]=[S:2]1(=[O:34])[C:8]2[CH:9]=[C:10]([O:15][CH2:16][C:17]([O:19]CC)=[O:18])[C:11]([S:13][CH3:14])=[CH:12][C:7]=2[N:6]([C:22]2[CH:27]=[CH:26][CH:25]=[CH:24][CH:23]=2)[CH2:5][C:4]([CH2:30][CH2:31][CH2:32][CH3:33])([CH2:28][CH3:29])[CH2:3]1.C1COCC1.[Li+].[OH-]. The catalyst is C(Cl)Cl.O.C(O)(=O)C. The product is [O:34]=[S:2]1(=[O:1])[C:8]2[CH:9]=[C:10]([O:15][CH2:16][C:17]([OH:19])=[O:18])[C:11]([S:13][CH3:14])=[CH:12][C:7]=2[N:6]([C:22]2[CH:27]=[CH:26][CH:25]=[CH:24][CH:23]=2)[CH2:5][C:4]([CH2:30][CH2:31][CH2:32][CH3:33])([CH2:28][CH3:29])[CH2:3]1. The yield is 0.990.